From a dataset of Full USPTO retrosynthesis dataset with 1.9M reactions from patents (1976-2016). Predict the reactants needed to synthesize the given product. Given the product [I:14][C:3]1[CH:2]=[CH:1][C:13]2[NH:12][C:11]3[C:6]([C:5]=2[CH:4]=1)=[CH:7][CH:8]=[CH:9][CH:10]=3, predict the reactants needed to synthesize it. The reactants are: [CH:1]1[C:13]2[NH:12][C:11]3[C:6](=[CH:7][CH:8]=[CH:9][CH:10]=3)[C:5]=2[CH:4]=[CH:3][CH:2]=1.[I:14]I.OS(O)(=O)=O.[OH-].[Na+].